Task: Predict the reaction yield, written as a fraction of the theoretical maximum amount of product (1.0 means a 100% yield; for example, 0.34 means a 34% yield).. Dataset: Reaction yield outcomes from USPTO patents with 853,638 reactions (1) The product is [NH3:12].[CH3:2][OH:3].[NH2:24][C:23]1[C:18]2[NH:17][CH:16]=[C:15]([CH2:14][N:12]([CH2:11][CH:5]([CH:6]([OH:7])[CH2:8][S:9][CH3:10])[CH2:4][OH:3])[CH3:13])[C:19]=2[N:20]=[CH:21][N:22]=1. The catalyst is CO.C(Cl)Cl. The yield is 0.250. The reactants are C[C:2]1(C)[O:7][CH:6]([CH2:8][S:9][CH3:10])[CH:5]([CH2:11][N:12]([CH2:14][C:15]2[C:19]3[N:20]=[CH:21][N:22]=[C:23]([NH2:24])[C:18]=3[NH:17][CH:16]=2)[CH3:13])[CH2:4][O:3]1.Cl. (2) The reactants are [NH2:1][C:2]1[CH:3]=[C:4]([CH:16]=[CH:17][CH:18]=1)[O:5][C:6]1[CH:11]=[CH:10][N:9]=[C:8]2[NH:12][C:13](=[O:15])[NH:14][C:7]=12.[S:19]1[CH:23]=[CH:22][C:21]2[CH:24]=[C:25]([C:28](Cl)=[O:29])[CH:26]=[CH:27][C:20]1=2. No catalyst specified. The product is [O:15]=[C:13]1[NH:12][C:8]2=[N:9][CH:10]=[CH:11][C:6]([O:5][C:4]3[CH:3]=[C:2]([NH:1][C:28]([C:25]4[CH:26]=[CH:27][C:20]5[S:19][CH:23]=[CH:22][C:21]=5[CH:24]=4)=[O:29])[CH:18]=[CH:17][CH:16]=3)=[C:7]2[NH:14]1. The yield is 0.300.